Dataset: Full USPTO retrosynthesis dataset with 1.9M reactions from patents (1976-2016). Task: Predict the reactants needed to synthesize the given product. Given the product [Cl:1][C:2]1[CH:3]=[C:4]([CH2:10][CH2:11][C:12]2([CH:20]3[CH2:24][CH2:23][CH2:22][CH2:21]3)[O:17][C:16](=[O:18])[C:15]([CH2:36][C:35]3[CH:34]=[CH:33][C:32]([N:27]4[C:28]([CH3:31])=[CH:29][CH:30]=[C:26]4[CH3:25])=[CH:39][CH:38]=3)=[C:14]([OH:19])[CH2:13]2)[CH:5]=[CH:6][C:7]=1[O:8][CH3:9], predict the reactants needed to synthesize it. The reactants are: [Cl:1][C:2]1[CH:3]=[C:4]([CH2:10][CH2:11][C:12]2([CH:20]3[CH2:24][CH2:23][CH2:22][CH2:21]3)[O:17][C:16](=[O:18])[CH2:15][C:14](=[O:19])[CH2:13]2)[CH:5]=[CH:6][C:7]=1[O:8][CH3:9].[CH3:25][C:26]1[N:27]([C:32]2[CH:39]=[CH:38][C:35]([CH:36]=O)=[CH:34][CH:33]=2)[C:28]([CH3:31])=[CH:29][CH:30]=1.